This data is from Reaction yield outcomes from USPTO patents with 853,638 reactions. The task is: Predict the reaction yield, written as a fraction of the theoretical maximum amount of product (1.0 means a 100% yield; for example, 0.34 means a 34% yield). (1) The reactants are CC([O-])(C)C.[K+].[CH3:7][N:8]1[CH:12]=[CH:11][CH:10]=[N:9]1.[SiH:13]([CH2:18][CH3:19])([CH2:16][CH3:17])[CH2:14][CH3:15]. The catalyst is C1COCC1. The yield is 0.740. The product is [CH3:7][N:8]1[C:12]([Si:13]([CH2:18][CH3:19])([CH2:16][CH3:17])[CH2:14][CH3:15])=[CH:11][CH:10]=[N:9]1. (2) The reactants are CO[C:3](=[O:25])[C:4]1[CH:9]=[CH:8][C:7]([NH:10][CH2:11][C:12]2[C:13]([C:18]3[CH:23]=[CH:22][CH:21]=[C:20]([F:24])[CH:19]=3)=[N:14][O:15][C:16]=2[CH3:17])=[N:6][CH:5]=1.[CH:26]([NH2:29])([CH3:28])[CH3:27]. No catalyst specified. The product is [F:24][C:20]1[CH:19]=[C:18]([C:13]2[C:12]([CH2:11][NH:10][C:7]3[CH:8]=[CH:9][C:4]([C:3]([NH:29][CH:26]([CH3:28])[CH3:27])=[O:25])=[CH:5][N:6]=3)=[C:16]([CH3:17])[O:15][N:14]=2)[CH:23]=[CH:22][CH:21]=1. The yield is 0.330.